Task: Predict the reactants needed to synthesize the given product.. Dataset: Full USPTO retrosynthesis dataset with 1.9M reactions from patents (1976-2016) Given the product [NH2:5][C:6]1[N:11]=[CH:10][C:9]([CH:12]=[CH:13][C:14]([N:18]([CH2:19][C:20]2[NH:21][C:22]3[C:27]([C:28]=2[C:29]#[N:30])=[CH:26][CH:25]=[CH:24][CH:23]=3)[CH3:17])=[O:16])=[CH:8][CH:7]=1, predict the reactants needed to synthesize it. The reactants are: C(Cl)CCl.[NH2:5][C:6]1[N:11]=[CH:10][C:9](/[CH:12]=[CH:13]/[C:14]([OH:16])=O)=[CH:8][CH:7]=1.[CH3:17][NH:18][CH2:19][C:20]1[NH:21][C:22]2[C:27]([C:28]=1[C:29]#[N:30])=[CH:26][CH:25]=[CH:24][CH:23]=2.C1C=CC2N(O)N=NC=2C=1.CCN(C(C)C)C(C)C.